This data is from Catalyst prediction with 721,799 reactions and 888 catalyst types from USPTO. The task is: Predict which catalyst facilitates the given reaction. (1) Reactant: [F:1][C:2]1[CH:3]=[N:4][C:5]([N:8]2[C:16]3[CH2:15][C@H:14]([CH3:17])[NH:13][CH2:12][C:11]=3[N:10]=[N:9]2)=[N:6][CH:7]=1.CCN(C(C)C)C(C)C.[OH:27][C:28]1[C:36]([C:37]([F:40])([F:39])[F:38])=[CH:35][CH:34]=[CH:33][C:29]=1[C:30](O)=[O:31].CN(C(ON1N=NC2C=CC=NC1=2)=[N+](C)C)C.F[P-](F)(F)(F)(F)F.C([O-])(O)=O.[Na+]. Product: [F:1][C:2]1[CH:3]=[N:4][C:5]([N:8]2[C:16]3[CH2:15][C@H:14]([CH3:17])[N:13]([C:30]([C:29]4[CH:33]=[CH:34][CH:35]=[C:36]([C:37]([F:38])([F:39])[F:40])[C:28]=4[OH:27])=[O:31])[CH2:12][C:11]=3[N:10]=[N:9]2)=[N:6][CH:7]=1. The catalyst class is: 2. (2) Reactant: [Si]([O:8][CH2:9][C:10]([C:13]1[CH:34]=[CH:33][C:16]([C:17]([NH:19][C:20]2[N:25]=[CH:24][C:23]3[C:26]([Cl:32])=[CH:27][N:28]([CH:29]4[CH2:31][CH2:30]4)[C:22]=3[CH:21]=2)=[O:18])=[CH:15][CH:14]=1)([CH3:12])[CH3:11])(C(C)(C)C)(C)C.CCCC[N+](CCCC)(CCCC)CCCC.[F-].[NH4+].[Cl-]. Product: [Cl:32][C:26]1[C:23]2[CH:24]=[N:25][C:20]([NH:19][C:17](=[O:18])[C:16]3[CH:15]=[CH:14][C:13]([C:10]([CH3:12])([CH3:11])[CH2:9][OH:8])=[CH:34][CH:33]=3)=[CH:21][C:22]=2[N:28]([CH:29]2[CH2:31][CH2:30]2)[CH:27]=1. The catalyst class is: 1. (3) Reactant: [Cr](Cl)([O-])(=O)=O.[NH+:6]1[CH:11]=[CH:10][CH:9]=[CH:8][CH:7]=1.C([O-])(=O)C.[Na+].[OH:17][CH:18]1[CH2:23][CH2:22][NH:21][CH2:20][CH2:19]1.[OH-].[Na+]. Product: [N:6]1[CH:11]=[CH:10][C:9]([N:21]2[CH2:22][CH2:23][C:18](=[O:17])[CH2:19][CH2:20]2)=[CH:8][CH:7]=1. The catalyst class is: 4. (4) Reactant: C(O)(=O)C.Cl[C:6]1[N:11]=[C:10]([CH3:12])[CH:9]=[CH:8][N:7]=1.[Br:13][C:14]1[CH:15]=[C:16]([CH:18]=[C:19]([CH3:21])[CH:20]=1)[NH2:17]. Product: [Br:13][C:14]1[CH:15]=[C:16]([NH:17][C:6]2[N:11]=[C:10]([CH3:12])[CH:9]=[CH:8][N:7]=2)[CH:18]=[C:19]([CH3:21])[CH:20]=1. The catalyst class is: 12. (5) Reactant: [NH2:1][C:2]1[CH:20]=[C:19]([Cl:21])[C:5]([CH2:6][CH:7]2[CH2:11][CH2:10][N:9]([CH:12]3[CH2:17][CH2:16][CH2:15][CH2:14][CH2:13]3)[C:8]2=[O:18])=[C:4]([Cl:22])[CH:3]=1.C(N(CC)CC)C.[S:30](Cl)(Cl)(=[O:32])=[O:31].[C:35](=O)(O)[O-]. Product: [Cl:22][C:4]1[CH:3]=[C:2]([NH:1][S:30]([CH3:35])(=[O:32])=[O:31])[CH:20]=[C:19]([Cl:21])[C:5]=1[CH2:6][CH:7]1[CH2:11][CH2:10][N:9]([CH:12]2[CH2:13][CH2:14][CH2:15][CH2:16][CH2:17]2)[C:8]1=[O:18]. The catalyst class is: 2. (6) Reactant: [OH:1][CH2:2][C:3]1([C:22]2[CH:27]=[CH:26][CH:25]=[CH:24][CH:23]=2)[CH2:8][CH2:7][N:6]([C:9]([O:11][CH:12]2[CH:19]3[CH2:20][CH:15]4[CH2:16][CH:17]([CH2:21][CH:13]2[CH2:14]4)[CH2:18]3)=[O:10])[CH2:5][CH2:4]1.[H-].[Na+].Br[CH2:31][C:32]([O:34][CH3:35])=[O:33]. Product: [CH3:35][O:34][C:32](=[O:33])[CH2:31][O:1][CH2:2][C:3]1([C:22]2[CH:23]=[CH:24][CH:25]=[CH:26][CH:27]=2)[CH2:8][CH2:7][N:6]([C:9]([O:11][CH:12]2[CH:19]3[CH2:20][CH:15]4[CH2:16][CH:17]([CH2:21][CH:13]2[CH2:14]4)[CH2:18]3)=[O:10])[CH2:5][CH2:4]1. The catalyst class is: 215. (7) Reactant: [Cl:1][C:2]1[CH:21]=[CH:20][C:5]([O:6][C:7]2[CH:12]=[CH:11][C:10]([N:13]3[CH:17]([OH:18])[CH2:16][CH2:15][C:14]3=[O:19])=[CH:9][CH:8]=2)=[CH:4][CH:3]=1.[C:22](O)([C:24]([F:27])([F:26])[F:25])=O. Product: [NH2:13][C:10]1[CH:9]=[CH:8][C:7]([CH:14]2[N:13]([C:10]3[CH:9]=[CH:8][C:7]([O:6][C:5]4[CH:4]=[CH:3][C:2]([Cl:1])=[CH:21][CH:20]=4)=[CH:12][CH:11]=3)[C:17](=[O:18])[CH2:16][CH2:15]2)=[CH:12][C:22]=1[C:24]([F:27])([F:26])[F:25].[NH2:13][C:10]1[C:22]([C:24]([F:27])([F:26])[F:25])=[CH:12][CH:7]=[CH:8][C:9]=1[CH:17]1[N:13]([C:10]2[CH:11]=[CH:12][C:7]([O:6][C:5]3[CH:4]=[CH:3][C:2]([Cl:1])=[CH:21][CH:20]=3)=[CH:8][CH:9]=2)[C:14](=[O:19])[CH2:15][CH2:16]1. The catalyst class is: 2.